From a dataset of Reaction yield outcomes from USPTO patents with 853,638 reactions. Predict the reaction yield, written as a fraction of the theoretical maximum amount of product (1.0 means a 100% yield; for example, 0.34 means a 34% yield). (1) The reactants are [C:1]([NH:4][C:5]1[CH:6]=[CH:7][CH:8]=[C:9]2[C:13]=1[C:12](=[O:14])[N:11]([CH:15]([C:20]1[CH:25]=[CH:24][C:23]([O:26][CH:27]([F:29])[F:28])=[C:22]([O:30][CH2:31][CH3:32])[CH:21]=1)[CH2:16][C:17](O)=[O:18])[CH2:10]2)(=[O:3])[CH3:2].C1N=CN(C(N2C=NC=C2)=O)C=1.Cl.[NH2:46][OH:47]. The catalyst is C1COCC1. The product is [C:1]([NH:4][C:5]1[CH:6]=[CH:7][CH:8]=[C:9]2[C:13]=1[C:12](=[O:14])[N:11]([CH:15]([C:20]1[CH:25]=[CH:24][C:23]([O:26][CH:27]([F:29])[F:28])=[C:22]([O:30][CH2:31][CH3:32])[CH:21]=1)[CH2:16][C:17]([NH:46][OH:47])=[O:18])[CH2:10]2)(=[O:3])[CH3:2]. The yield is 0.400. (2) The reactants are [F:1][C:2]1[CH:3]=[C:4]([CH:14]=[CH:15][CH:16]=1)[CH2:5][N:6]1[CH:11]=[CH:10][C:9](O)=[CH:8][C:7]1=[O:13]. The catalyst is C(N)C1C=CC=CC=1. The product is [CH2:5]([NH:6][C:9]1[CH:10]=[CH:11][N:6]([CH2:5][C:4]2[CH:14]=[CH:15][CH:16]=[C:2]([F:1])[CH:3]=2)[C:7](=[O:13])[CH:8]=1)[C:4]1[CH:14]=[CH:15][CH:16]=[CH:2][CH:3]=1. The yield is 0.610. (3) The reactants are [CH:1]1([CH2:6][CH:7]([C:11]2[CH:16]=[CH:15][C:14]([S:17]([CH3:20])(=[O:19])=[O:18])=[C:13]([N+:21]([O-:23])=[O:22])[CH:12]=2)[C:8]([OH:10])=O)[CH2:5][CH2:4][CH2:3][CH2:2]1.C(N(CC)CC)C.F[P-](F)(F)(F)(F)F.N1(O[P+](N(C)C)(N(C)C)N(C)C)C2C=CC=CC=2N=N1.[NH2:58][C:59]1[S:60][C:61]2[CH:67]=[CH:66][CH:65]=[CH:64][C:62]=2[N:63]=1.Cl. The catalyst is CN(C)C=O.O.C(OCC)(=O)C. The product is [S:60]1[C:61]2[CH:67]=[CH:66][CH:65]=[CH:64][C:62]=2[N:63]=[C:59]1[NH:58][C:8](=[O:10])[CH:7]([C:11]1[CH:16]=[CH:15][C:14]([S:17]([CH3:20])(=[O:18])=[O:19])=[C:13]([N+:21]([O-:23])=[O:22])[CH:12]=1)[CH2:6][CH:1]1[CH2:2][CH2:3][CH2:4][CH2:5]1. The yield is 0.450.